This data is from HIV replication inhibition screening data with 41,000+ compounds from the AIDS Antiviral Screen. The task is: Binary Classification. Given a drug SMILES string, predict its activity (active/inactive) in a high-throughput screening assay against a specified biological target. (1) The drug is Cc1cccc(C(C)O)n1. The result is 0 (inactive). (2) The compound is CN=C(SC)N(C)c1nc(N(C)C)s[s+]1.[O-][Cl+3]([O-])([O-])O. The result is 0 (inactive). (3) The compound is COc1cc2c(cc1OC)C13CC[N+]4(C)CC5CCOC6CCN2C1C6C5CC34. The result is 0 (inactive). (4) The drug is O=Nc1c(O)nc(S)nc1O. The result is 0 (inactive). (5) The molecule is C[s+]1c2ccccc2c2ccccc21.O=S(O)(=[OH+])C(F)(F)F. The result is 0 (inactive). (6) The compound is CCC1(CC)C(=N)NC(=S)NC1=O. The result is 0 (inactive). (7) The molecule is Cc1ccc(S(=O)(=O)N2C(=Cc3ccccc3)C(=O)c3ccccc3-c3ccccc32)cc1. The result is 0 (inactive). (8) The result is 0 (inactive). The molecule is Oc1ccccc1C(c1cc2c(cc1O)OCO2)N1CCOCC1. (9) The compound is CNN=C(C(=O)Nc1ccc(C(F)(F)F)cc1[N+](=O)[O-])C(c1cnc2ccc([N+](=O)[O-])cc2n1)[N+](=O)[O-]. The result is 0 (inactive). (10) The molecule is CC1(C)OC2CC(O)(CO)CC(O)C2O1. The result is 0 (inactive).